Dataset: Peptide-MHC class I binding affinity with 185,985 pairs from IEDB/IMGT. Task: Regression. Given a peptide amino acid sequence and an MHC pseudo amino acid sequence, predict their binding affinity value. This is MHC class I binding data. The peptide sequence is YEQQTVNST. The MHC is HLA-B40:02 with pseudo-sequence HLA-B40:02. The binding affinity (normalized) is 0.597.